Dataset: Peptide-MHC class I binding affinity with 185,985 pairs from IEDB/IMGT. Task: Regression. Given a peptide amino acid sequence and an MHC pseudo amino acid sequence, predict their binding affinity value. This is MHC class I binding data. (1) The peptide sequence is YHSNVKEL. The MHC is Mamu-A01 with pseudo-sequence Mamu-A01. The binding affinity (normalized) is 0. (2) The binding affinity (normalized) is 0.174. The peptide sequence is RPVFPCWWL. The MHC is Patr-A0701 with pseudo-sequence Patr-A0701. (3) The MHC is HLA-A30:02 with pseudo-sequence HLA-A30:02. The peptide sequence is SDAHKKNLY. The binding affinity (normalized) is 0.316. (4) The peptide sequence is FTASLFLHLV. The MHC is HLA-A02:01 with pseudo-sequence HLA-A02:01. The binding affinity (normalized) is 0.601. (5) The peptide sequence is IISTNTLGK. The MHC is HLA-B46:01 with pseudo-sequence HLA-B46:01. The binding affinity (normalized) is 0.0847. (6) The peptide sequence is ASNENMEKM. The binding affinity (normalized) is 0.733. The MHC is H-2-Db with pseudo-sequence H-2-Db. (7) The peptide sequence is QPRAPIRPI. The MHC is HLA-A03:01 with pseudo-sequence HLA-A03:01. The binding affinity (normalized) is 0. (8) The peptide sequence is RPLMKNTYL. The MHC is HLA-B15:09 with pseudo-sequence HLA-B15:09. The binding affinity (normalized) is 0.0847. (9) The peptide sequence is NHYLCLNCL. The MHC is HLA-B48:01 with pseudo-sequence HLA-B48:01. The binding affinity (normalized) is 0.0847. (10) The peptide sequence is FISDNKKEYK. The MHC is HLA-A03:01 with pseudo-sequence HLA-A03:01. The binding affinity (normalized) is 0.303.